From a dataset of Forward reaction prediction with 1.9M reactions from USPTO patents (1976-2016). Predict the product of the given reaction. (1) Given the reactants Cl.[CH:2]1([NH:8][NH2:9])[CH2:7][CH2:6][CH2:5][CH2:4][CH2:3]1.[C:10]([C:16](OC)=[O:17])#[C:11][C:12]([O:14][CH3:15])=[O:13].C([O-])(=O)C.[K+].C(O)(=O)C, predict the reaction product. The product is: [CH:2]1([N:8]2[C:11]([C:12]([O:14][CH3:15])=[O:13])=[CH:10][C:16]([OH:17])=[N:9]2)[CH2:7][CH2:6][CH2:5][CH2:4][CH2:3]1. (2) Given the reactants [CH:1]12[N:8]([C:9]([C:11]3[C:16]([O:17][CH3:18])=[CH:15][CH:14]=[CH:13][C:12]=3[O:19][CH3:20])=[O:10])[CH2:7][CH:6]1[CH2:5][CH2:4][NH:3][CH2:2]2.[C:21]1([C:37]2[CH:42]=[CH:41][CH:40]=[CH:39][CH:38]=2)C=CC=C[C:22]=1[C:27]([N:29]1C2C(CCNC2)[CH2:30]1)=O.ClC1C=CC=CC=1C1N=CC=C[N:51]=1.ClC1C=NC2C(=CC=CC=2)N=1, predict the reaction product. The product is: [CH3:18][O:17][C:16]1[CH:15]=[CH:14][CH:13]=[C:12]([O:19][CH3:20])[C:11]=1[C:9]([N:8]1[CH:1]2[CH:6]([CH2:5][CH2:4][N:3]([C:30]3[N:51]=[C:21]([C:37]4[CH:42]=[CH:41][CH:40]=[CH:39][CH:38]=4)[CH:22]=[CH:27][N:29]=3)[CH2:2]2)[CH2:7]1)=[O:10]. (3) Given the reactants B(Br)(Br)Br.C[O:6][C:7]1[CH:12]=[CH:11][C:10]([O:13]C)=[CH:9][C:8]=1[C:15](=[O:25])[CH2:16][C:17]1[CH:22]=[CH:21][CH:20]=[C:19]([O:23]C)[CH:18]=1, predict the reaction product. The product is: [OH:6][C:7]1[CH:12]=[CH:11][C:10]([OH:13])=[CH:9][C:8]=1[C:15](=[O:25])[CH2:16][C:17]1[CH:22]=[CH:21][CH:20]=[C:19]([OH:23])[CH:18]=1. (4) Given the reactants CN(CCN(C)C)C.[Li+].CC([N-]C(C)C)C.[Br:17][C:18]1[CH:19]=[N:20][CH:21]=[CH:22][CH:23]=1.CN([CH:27]=[O:28])C, predict the reaction product. The product is: [Br:17][C:18]1[CH:19]=[N:20][CH:21]=[CH:22][C:23]=1[CH:27]=[O:28]. (5) Given the reactants [Cl:1][C:2]1[C:7]([C:8]([OH:10])=O)=[C:6]([F:11])[C:5]([NH:12][S:13]([CH2:16][CH2:17][CH3:18])(=[O:15])=[O:14])=[CH:4][CH:3]=1.CCN=C=NCCCN(C)C.C1C=CC2N(O)N=NC=2C=1.[NH2:40][C:41]1[CH:42]=[C:43]2[C:49]([O:50][CH2:51][CH3:52])=[N:48][N:47]([C:53]([O:55][C:56]([CH3:59])([CH3:58])[CH3:57])=[O:54])[C:44]2=[N:45][CH:46]=1.CCN(CC)CC, predict the reaction product. The product is: [Cl:1][C:2]1[C:7]([C:8]([NH:40][C:41]2[CH:42]=[C:43]3[C:49]([O:50][CH2:51][CH3:52])=[N:48][N:47]([C:53]([O:55][C:56]([CH3:57])([CH3:59])[CH3:58])=[O:54])[C:44]3=[N:45][CH:46]=2)=[O:10])=[C:6]([F:11])[C:5]([NH:12][S:13]([CH2:16][CH2:17][CH3:18])(=[O:15])=[O:14])=[CH:4][CH:3]=1. (6) The product is: [N+:12]([C:7]1[CH:8]=[N:9][CH:10]=[CH:11][C:6]=1[S:4][CH2:1][CH2:2][CH3:3])([O-:14])=[O:13]. Given the reactants [CH2:1]([SH:4])[CH2:2][CH3:3].Cl[C:6]1[CH:11]=[CH:10][N:9]=[CH:8][C:7]=1[N+:12]([O-:14])=[O:13].CCN(C(C)C)C(C)C.CCCCCC.CCOC(C)=O, predict the reaction product. (7) Given the reactants C[Al](C)C.[CH3:5][N:6]([CH3:8])[NH2:7].C[O:10][C:11]([C:13]1[O:17][N:16]=[C:15]([O:18][CH2:19][C:20]2[C:21]([C:26]3[CH:31]=[CH:30][CH:29]=[CH:28][CH:27]=3)=[N:22][O:23][C:24]=2[CH3:25])[CH:14]=1)=O.[C@H](O)(C([O-])=O)[C@@H](O)C([O-])=O.[Na+].[K+], predict the reaction product. The product is: [CH3:5][N:6]([CH3:8])[NH:7][C:11]([C:13]1[O:17][N:16]=[C:15]([O:18][CH2:19][C:20]2[C:21]([C:26]3[CH:31]=[CH:30][CH:29]=[CH:28][CH:27]=3)=[N:22][O:23][C:24]=2[CH3:25])[CH:14]=1)=[O:10].